From a dataset of CYP3A4 inhibition data for predicting drug metabolism from PubChem BioAssay. Regression/Classification. Given a drug SMILES string, predict its absorption, distribution, metabolism, or excretion properties. Task type varies by dataset: regression for continuous measurements (e.g., permeability, clearance, half-life) or binary classification for categorical outcomes (e.g., BBB penetration, CYP inhibition). Dataset: cyp3a4_veith. (1) The drug is COc1cccc(-c2nc(NCc3cnc(C)cn3)c3ccccc3n2)c1. The result is 1 (inhibitor). (2) The compound is O=C(Nc1c2c(nn1-c1ccc(F)cc1)CS(=O)(=O)C2)C12CC3CC(CC(C3)C1)C2. The result is 1 (inhibitor). (3) The drug is Cc1cc2c(=O)[nH]c(N)nc2nc1C. The result is 0 (non-inhibitor). (4) The drug is N#Cc1ccc(CN2CCCC3(CCN(S(=O)(=O)c4ccccc4)CC3)C2)cc1. The result is 1 (inhibitor).